This data is from Forward reaction prediction with 1.9M reactions from USPTO patents (1976-2016). The task is: Predict the product of the given reaction. (1) Given the reactants [Br:1][C:2]1[CH:3]=[CH:4][C:5]([CH2:8][OH:9])=[N:6][CH:7]=1.C(N(CC)CC)C.[CH3:17][S:18](Cl)(=[O:20])=[O:19].C(=O)(O)[O-].[Na+], predict the reaction product. The product is: [Br:1][C:2]1[CH:3]=[CH:4][C:5]([CH2:8][O:9][S:18]([CH3:17])(=[O:20])=[O:19])=[N:6][CH:7]=1. (2) Given the reactants Cl.[Cl:2][C:3]1[CH:11]=[C:10]2[C:6]([CH2:7][CH2:8][C@H:9]2[NH2:12])=[C:5]([F:13])[CH:4]=1.[CH:14](=O)[C:15]1[CH:20]=[CH:19][CH:18]=[CH:17][CH:16]=1.[CH2:22]([O:29][C:30]([N:32]1[CH2:37][CH2:36][N:35]2[C:38]([C:41]([OH:43])=O)=[CH:39][N:40]=[C:34]2[CH2:33]1)=[O:31])[C:23]1[CH:28]=[CH:27][CH:26]=[CH:25][CH:24]=1.C1(C2CCC([N+:56]#[C-:57])=CC2)C=CC=CC=1.C[OH:59], predict the reaction product. The product is: [CH2:22]([O:29][C:30]([N:32]1[CH2:37][CH2:36][N:35]2[C:38]([C:41](=[O:43])[N:12]([C@@H:14]([C:57](=[O:59])[NH2:56])[C:15]3[CH:20]=[CH:19][CH:18]=[CH:17][CH:16]=3)[C@H:9]3[C:10]4[C:6](=[C:5]([F:13])[CH:4]=[C:3]([Cl:2])[CH:11]=4)[CH2:7][CH2:8]3)=[CH:39][N:40]=[C:34]2[CH2:33]1)=[O:31])[C:23]1[CH:28]=[CH:27][CH:26]=[CH:25][CH:24]=1. (3) Given the reactants N[C@H](C([O-])=O)CCC([O-])=O.C([O-])(=O)C(CC([O-])=O)O.[P:20]([O:28][CH2:29][C@H:30]1[O:34][C@@H:33]([N:35]2[C:44]3[N:43]=[CH:42][N:41]=[C:39]([NH2:40])[C:38]=3[N:37]=[CH:36]2)[C@H:32]([OH:45])[C@@H:31]1[OH:46])([O:23][P:24]([OH:27])([OH:26])=[O:25])(=[O:22])[OH:21], predict the reaction product. The product is: [P:20]([O:28][CH2:29][C@H:30]1[O:34][C@@H:33]([N:35]2[C:44]3[N:43]=[CH:42][N:41]=[C:39]([NH2:40])[C:38]=3[N:37]=[CH:36]2)[C@H:32]([OH:45])[C@@H:31]1[OH:46])([O:23][P:24]([OH:26])([OH:27])=[O:25])(=[O:21])[OH:22].[P:20]([O:28][CH2:29][C@H:30]1[O:34][C@@H:33]([N:35]2[C:44]3[N:43]=[CH:42][N:41]=[C:39]([NH2:40])[C:38]=3[N:37]=[CH:36]2)[C@H:32]([OH:45])[C@@H:31]1[OH:46])([O:23][P:24]([O:26][P:20]([OH:23])([OH:22])=[O:21])([OH:27])=[O:25])(=[O:21])[OH:22]. (4) Given the reactants C([O:5][C:6](=[O:39])[CH2:7][N:8]1[C:17](=[O:18])[CH:16]([CH2:19][C:20]2[C:28]3[C:23](=[CH:24][CH:25]=[CH:26][CH:27]=3)[NH:22][CH:21]=2)[C:15]2[N:11]([C:12]([C:29]3[CH:34]=[CH:33][CH:32]=[CH:31][CH:30]=3)=[N:13][N:14]=2)[C:10]2[CH:35]=[CH:36][CH:37]=[CH:38][C:9]1=2)(C)(C)C.C(O)(C(F)(F)F)=O, predict the reaction product. The product is: [NH:22]1[C:23]2[C:28](=[CH:27][CH:26]=[CH:25][CH:24]=2)[C:20]([CH2:19][CH:16]2[C:15]3[N:11]([C:12]([C:29]4[CH:34]=[CH:33][CH:32]=[CH:31][CH:30]=4)=[N:13][N:14]=3)[C:10]3[CH:35]=[CH:36][CH:37]=[CH:38][C:9]=3[N:8]([CH2:7][C:6]([OH:39])=[O:5])[C:17]2=[O:18])=[CH:21]1. (5) Given the reactants [NH2:1][CH2:2][CH:3]([C:19]1[C:20]([F:37])=[C:21]([NH:25][C:26](=[O:36])[C:27]2[CH:32]=[CH:31][C:30]([N:33]([CH3:35])[CH3:34])=[CH:29][CH:28]=2)[CH:22]=[CH:23][CH:24]=1)[C:4]1[C:12]2[C:7](=[CH:8][C:9]([N:13]3[CH2:18][CH2:17][O:16][CH2:15][CH2:14]3)=[CH:10][CH:11]=2)[NH:6][CH:5]=1.O=[CH:39][C:40]([O:42][CH2:43][CH3:44])=[O:41].C1(C)C=CC=CC=1.Cl, predict the reaction product. The product is: [CH3:35][N:33]([CH3:34])[C:30]1[CH:29]=[CH:28][C:27]([C:26]([NH:25][C:21]2[C:20]([F:37])=[C:19]([C:3]3[C:4]4[C:12]5[C:7](=[CH:8][C:9]([N:13]6[CH2:18][CH2:17][O:16][CH2:15][CH2:14]6)=[CH:10][CH:11]=5)[NH:6][C:5]=4[C:39]([C:40]([O:42][CH2:43][CH3:44])=[O:41])=[N:1][CH:2]=3)[CH:24]=[CH:23][CH:22]=2)=[O:36])=[CH:32][CH:31]=1. (6) Given the reactants [H-].[Na+].[Cl:3][C:4]1[CH:5]=[C:6]([C:10]#[C:11][C:12]([NH:14][CH2:15][CH2:16][C:17]2[CH:22]=[CH:21][CH:20]=[CH:19][C:18]=2[F:23])=[O:13])[CH:7]=[CH:8][CH:9]=1.I[CH3:25], predict the reaction product. The product is: [Cl:3][C:4]1[CH:5]=[C:6]([C:10]#[C:11][C:12]([N:14]([CH2:15][CH2:16][C:17]2[CH:22]=[CH:21][CH:20]=[CH:19][C:18]=2[F:23])[CH3:25])=[O:13])[CH:7]=[CH:8][CH:9]=1.